Dataset: Retrosynthesis with 50K atom-mapped reactions and 10 reaction types from USPTO. Task: Predict the reactants needed to synthesize the given product. (1) Given the product COc1cc2c(Oc3ccc(NC(=O)Nc4ccc(F)cc4F)c(Cl)c3)ncnc2cc1OCCCN1CCN(C)CC1, predict the reactants needed to synthesize it. The reactants are: CN1CCNCC1.COc1cc2c(Oc3ccc(NC(=O)Nc4ccc(F)cc4F)c(Cl)c3)ncnc2cc1OCCCBr. (2) Given the product CCCOc1cc(I)ccn1, predict the reactants needed to synthesize it. The reactants are: CCCO.Clc1cc(I)ccn1. (3) Given the product Cc1cc(-c2ccc3c(c2)CN(c2cc(N4CCN(C)CC4)nc(N)n2)CC3)cnc1C(=O)N(C)C, predict the reactants needed to synthesize it. The reactants are: CNC.Cc1cc(-c2ccc3c(c2)CN(c2cc(N4CCN(C)CC4)nc(N)n2)CC3)cnc1C(=O)O. (4) Given the product Cc1c(C(=O)O)cn(-c2ccnc3ccccc23)c1C, predict the reactants needed to synthesize it. The reactants are: CCOC(=O)c1cn(-c2ccnc3ccccc23)c(C)c1C. (5) Given the product CCNC(=O)c1ccc(F)c(NC(=O)c2cc(C(C)(C)C)nn2CC)c1, predict the reactants needed to synthesize it. The reactants are: CCN.CCn1nc(C(C)(C)C)cc1C(=O)Nc1cc(C(=O)O)ccc1F. (6) Given the product CCOC(=O)c1cnn(Cc2nc(-c3cccc(NC(=O)COC)c3)cs2)c1, predict the reactants needed to synthesize it. The reactants are: CCOC(=O)c1cnn(Cc2nc(-c3cccc(N)c3)cs2)c1.COCC(=O)Cl. (7) Given the product CC[C@@H](C)[C@@]1(NC(C)=O)CCN([C@@H](CCc2ccccc2)C(=O)N[C@@H](Cc2cc(F)cc(F)c2)[C@H](O)[C@H]2C[C@@H](Oc3ccccn3)CN2)C1=O, predict the reactants needed to synthesize it. The reactants are: CC[C@@H](C)[C@@]1(NC(C)=O)CCN([C@@H](CCc2ccccc2)C(=O)N[C@@H](Cc2cc(F)cc(F)c2)[C@H](O)[C@H]2C[C@@H](Oc3ccccn3)CN2C(c2ccccc2)c2ccccc2)C1=O. (8) Given the product CC(=O)c1ccc(N2CCN(C(=O)c3cc(C(N)=O)ccc3N3CCOCC3)CC2)c(F)c1, predict the reactants needed to synthesize it. The reactants are: CC(=O)c1ccc(N2CCN(C(=O)c3cc(C(=O)O)ccc3N3CCOCC3)CC2)c(F)c1.N. (9) Given the product O=C1Nc2ccccc2/C1=C\c1ccc2c(/C=C/c3ccccc3)n[nH]c2c1, predict the reactants needed to synthesize it. The reactants are: O=C1Cc2ccccc2N1.O=Cc1ccc2c(/C=C/c3ccccc3)n[nH]c2c1. (10) Given the product CCOC(=O)c1oc2cc(C(C)C)cnc2c1NC(=O)OC(C)(C)C, predict the reactants needed to synthesize it. The reactants are: C=C(C)c1cnc2c(NC(=O)OC(C)(C)C)c(C(=O)OCC)oc2c1.